This data is from Full USPTO retrosynthesis dataset with 1.9M reactions from patents (1976-2016). The task is: Predict the reactants needed to synthesize the given product. Given the product [CH3:1][O:2][C:3]([C:5]1[C:6]([Cl:13])=[N:7][C:8]([N:20]2[CH2:25][CH2:24][O:23][CH2:22][CH2:21]2)=[CH:9][C:10]=1[CH3:11])=[O:4], predict the reactants needed to synthesize it. The reactants are: [CH3:1][O:2][C:3]([C:5]1[C:6]([Cl:13])=[N:7][C:8](Cl)=[CH:9][C:10]=1[CH3:11])=[O:4].C([O-])([O-])=O.[K+].[K+].[NH:20]1[CH2:25][CH2:24][O:23][CH2:22][CH2:21]1.O.